Dataset: Full USPTO retrosynthesis dataset with 1.9M reactions from patents (1976-2016). Task: Predict the reactants needed to synthesize the given product. (1) Given the product [N:1]([CH2:4][C:5]1[O:6][C:7]([CH2:10][OH:11])=[CH:8][N:9]=1)=[N+:2]=[N-:3], predict the reactants needed to synthesize it. The reactants are: [N:1]([CH2:4][C:5]1[O:6][C:7]([C:10](OCC)=[O:11])=[CH:8][N:9]=1)=[N+:2]=[N-:3].[BH4-].[Na+]. (2) Given the product [CH:35]1([C:38]#[C:39][CH2:40][NH:41][C:22](=[O:23])[C:21]2[CH:25]=[CH:26][CH:27]=[CH:28][C:20]=2[NH:19][C:15]2[CH:14]=[C:13]3[C:18]([C:10]([CH:9]=[CH:8][C:4]4[CH:3]=[C:2]([CH3:1])[CH:7]=[CH:6][N:5]=4)=[N:11][N:12]3[CH:29]3[CH2:34][CH2:33][CH2:32][CH2:31][O:30]3)=[CH:17][CH:16]=2)[CH2:37][CH2:36]1, predict the reactants needed to synthesize it. The reactants are: [CH3:1][C:2]1[CH:7]=[CH:6][N:5]=[C:4]([CH:8]=[CH:9][C:10]2[C:18]3[C:13](=[CH:14][C:15]([NH:19][C:20]4[CH:28]=[CH:27][CH:26]=[CH:25][C:21]=4[C:22](O)=[O:23])=[CH:16][CH:17]=3)[N:12]([CH:29]3[CH2:34][CH2:33][CH2:32][CH2:31][O:30]3)[N:11]=2)[CH:3]=1.[CH:35]1([C:38]#[C:39][CH2:40][NH2:41])[CH2:37][CH2:36]1. (3) Given the product [CH2:1]([O:3][C:4]([CH:6]1[CH:8]([C:9](=[O:18])[NH:10][C:11]2[CH:16]=[CH:15][C:14]([Cl:17])=[CH:13][CH:12]=2)[CH:7]1[C:19](=[O:44])[NH:20][C:21]1[CH:26]=[CH:25][C:24]([N:27]2[CH:32]=[CH:31][C:30]([O:33][CH2:34][C:35]([OH:37])=[O:36])=[CH:29][C:28]2=[O:42])=[CH:23][C:22]=1[F:43])=[O:5])[CH3:2], predict the reactants needed to synthesize it. The reactants are: [CH2:1]([O:3][C:4]([CH:6]1[CH:8]([C:9](=[O:18])[NH:10][C:11]2[CH:16]=[CH:15][C:14]([Cl:17])=[CH:13][CH:12]=2)[CH:7]1[C:19](=[O:44])[NH:20][C:21]1[CH:26]=[CH:25][C:24]([N:27]2[CH:32]=[CH:31][C:30]([O:33][CH2:34][C:35]([O:37]C(C)(C)C)=[O:36])=[CH:29][C:28]2=[O:42])=[CH:23][C:22]=1[F:43])=[O:5])[CH3:2].FC(F)(F)C(O)=O. (4) Given the product [CH:11]1[C:10]2[N:9]([CH2:8][CH2:7][CH2:6][CH2:5][OH:4])[C:21]3[C:16](=[CH:17][CH:18]=[CH:19][CH:20]=3)[C:15]=2[CH:14]=[CH:13][CH:12]=1, predict the reactants needed to synthesize it. The reactants are: C([O:4][CH2:5][CH2:6][CH2:7][CH2:8][N:9]1[C:21]2[CH:20]=[CH:19][CH:18]=[CH:17][C:16]=2[C:15]2[C:10]1=[CH:11][CH:12]=[CH:13][CH:14]=2)(=O)C.O.[OH-].[Li+]. (5) Given the product [F:1][C:2]1[CH:7]=[CH:6][C:5]([NH:8][C:9]([N:11]2[CH2:12][CH2:13][CH2:14][CH2:15]2)=[O:10])=[CH:4][C:3]=1[C:16]1[N:17]=[C:18]2[N:23]=[CH:22][C:21]([NH:24][C:25](=[O:26])[C:34]([F:39])([F:38])[F:33])=[CH:20][N:19]2[CH:32]=1, predict the reactants needed to synthesize it. The reactants are: [F:1][C:2]1[CH:7]=[CH:6][C:5]([NH:8][C:9]([N:11]2[CH2:15][CH2:14][CH2:13][CH2:12]2)=[O:10])=[CH:4][C:3]=1[C:16]1[N:17]=[C:18]2[N:23]=[CH:22][C:21]([NH:24][C:25](=O)[O:26]C(C)(C)C)=[CH:20][N:19]2[CH:32]=1.[F:33][C:34]([F:39])([F:38])C(O)=O.